Task: Predict the reactants needed to synthesize the given product.. Dataset: Full USPTO retrosynthesis dataset with 1.9M reactions from patents (1976-2016) (1) Given the product [Cl:9][C:10]1[CH:15]=[C:14]([CH2:16][O:8][CH2:3][C:4]([F:7])([F:6])[F:5])[CH:13]=[C:12]([F:18])[CH:11]=1, predict the reactants needed to synthesize it. The reactants are: [H-].[Na+].[CH2:3]([OH:8])[C:4]([F:7])([F:6])[F:5].[Cl:9][C:10]1[CH:15]=[C:14]([CH2:16]Cl)[CH:13]=[C:12]([F:18])[CH:11]=1.O. (2) Given the product [CH3:19][C:20]1[NH:21][C:22]2[C:27]([C:28]=1[CH2:29][N:16]1[CH2:17][CH2:18][CH:13]([NH:12][C:4]3[O:5][C:6]4[CH:7]=[N:8][CH:9]=[CH:10][C:11]=4[N:3]=3)[CH2:14][CH2:15]1)=[CH:26][C:25]([N+:31]([O-:33])=[O:32])=[CH:24][CH:23]=2, predict the reactants needed to synthesize it. The reactants are: Cl.Cl.[N:3]1[C:11]2[CH:10]=[CH:9][N:8]=[CH:7][C:6]=2[O:5][C:4]=1[NH:12][CH:13]1[CH2:18][CH2:17][NH:16][CH2:15][CH2:14]1.[CH3:19][C:20]1[NH:21][C:22]2[C:27]([C:28]=1[CH:29]=O)=[CH:26][C:25]([N+:31]([O-:33])=[O:32])=[CH:24][CH:23]=2.C([BH3-])#N.[Na+].C(N(C(C)C)C(C)C)C. (3) Given the product [F:1][C:2]1[CH:7]=[CH:6][C:5]([CH:8]([CH3:13])[C:9]([O:11][CH3:12])=[O:10])=[C:4]([O:14][CH2:15][C@:16]2([CH3:23])[CH2:20][O:19]2)[CH:3]=1, predict the reactants needed to synthesize it. The reactants are: [F:1][C:2]1[CH:7]=[CH:6][C:5]([CH:8]([CH3:13])[C:9]([O:11][CH3:12])=[O:10])=[C:4]([O:14][CH2:15][C@:16]2([CH3:23])[CH2:20][O:19]C(C)(C)O2)[CH:3]=1.Br.C[O-].[Na+].CO. (4) The reactants are: [Si:1]([O:8][C@H:9]1[CH2:13][CH2:12][N:11]([CH2:14][C@H:15]([C:18]2[CH:19]=[C:20]([CH:29]=[CH:30][CH:31]=2)[C:21]([NH:23][CH2:24][C:25]([F:28])([F:27])[F:26])=[O:22])[NH:16][CH3:17])[CH2:10]1)([C:4]([CH3:7])([CH3:6])[CH3:5])([CH3:3])[CH3:2].[O:32]=[C:33]1[CH2:41][C:40]2[C:35](=[CH:36][C:37]([CH2:42][C:43]([OH:45])=O)=[CH:38][CH:39]=2)[NH:34]1.C1C=CC2N(O)N=NC=2C=1.CCN=C=NCCCN(C)C. Given the product [Si:1]([O:8][C@H:9]1[CH2:13][CH2:12][N:11]([CH2:14][C@H:15]([C:18]2[CH:19]=[C:20]([CH:29]=[CH:30][CH:31]=2)[C:21]([NH:23][CH2:24][C:25]([F:27])([F:28])[F:26])=[O:22])[N:16]([CH3:17])[C:43](=[O:45])[CH2:42][C:37]2[CH:36]=[C:35]3[C:40]([CH2:41][C:33](=[O:32])[NH:34]3)=[CH:39][CH:38]=2)[CH2:10]1)([C:4]([CH3:6])([CH3:7])[CH3:5])([CH3:3])[CH3:2], predict the reactants needed to synthesize it. (5) Given the product [CH3:1][C:2]1[CH:16]=[CH:15][C:5]([O:6][C:7]2[CH:14]=[CH:13][C:10]([CH2:11][NH:12][C:20](=[O:21])[C:19]3[CH:23]=[CH:24][C:25]([CH3:27])=[N:26][C:18]=3[NH2:17])=[CH:9][CH:8]=2)=[CH:4][CH:3]=1, predict the reactants needed to synthesize it. The reactants are: [CH3:1][C:2]1[CH:16]=[CH:15][C:5]([O:6][C:7]2[CH:14]=[CH:13][C:10]([CH2:11][NH2:12])=[CH:9][CH:8]=2)=[CH:4][CH:3]=1.[NH2:17][C:18]1[N:26]=[C:25]([CH3:27])[CH:24]=[CH:23][C:19]=1[C:20](O)=[O:21].ON1C2C=CC=CC=2N=N1.CCN=C=NCCCN(C)C. (6) Given the product [S:36]1[CH:35]=[CH:34][N:33]=[C:32]1[NH:31][S:28]([C:23]1[CH:22]=[CH:21][C:26]([NH:27][C:12]([C:6]2[NH:7][C:8]3[C:4]([CH:5]=2)=[CH:3][C:2]([Cl:1])=[CH:10][C:9]=3[Cl:11])=[O:13])=[CH:25][CH:24]=1)(=[O:30])=[O:29], predict the reactants needed to synthesize it. The reactants are: [Cl:1][C:2]1[CH:3]=[C:4]2[C:8](=[C:9]([Cl:11])[CH:10]=1)[NH:7][C:6]([C:12](Cl)=[O:13])=[CH:5]2.N1C=CC=CC=1.[CH:21]1[C:26]([NH2:27])=[CH:25][CH:24]=[C:23]([S:28]([NH:31][C:32]2[S:36][CH:35]=[CH:34][N:33]=2)(=[O:30])=[O:29])[CH:22]=1. (7) Given the product [OH:1][C:2]([CH:27]1[CH2:32][CH2:31][C:30]([CH3:37])([C:33]([OH:35])=[O:34])[CH2:29][CH2:28]1)([C:4]1[S:5][C:6]([C:9]2[CH:14]=[C:13]([NH:15][C:16]3[N:21]=[C:20]([C:22]([F:23])([F:25])[F:24])[CH:19]=[CH:18][N:17]=3)[CH:12]=[C:11]([CH3:26])[CH:10]=2)=[CH:7][N:8]=1)[CH3:3], predict the reactants needed to synthesize it. The reactants are: [OH:1][C:2]([CH:27]1[CH2:32][CH2:31][C:30]([CH3:37])([C:33]([O:35]C)=[O:34])[CH2:29][CH2:28]1)([C:4]1[S:5][C:6]([C:9]2[CH:14]=[C:13]([NH:15][C:16]3[N:21]=[C:20]([C:22]([F:25])([F:24])[F:23])[CH:19]=[CH:18][N:17]=3)[CH:12]=[C:11]([CH3:26])[CH:10]=2)=[CH:7][N:8]=1)[CH3:3].[OH-].[Na+].Cl. (8) The reactants are: [CH3:1][C:2]1[CH:7]=[C:6]([C:8]2[CH:13]=[C:12]([CH3:14])[CH:11]=[C:10]([CH3:15])[CH:9]=2)[N:5]=[C:4]([NH2:16])[N:3]=1.C1C(=O)N([I:24])C(=O)C1. Given the product [I:24][C:7]1[C:2]([CH3:1])=[N:3][C:4]([NH2:16])=[N:5][C:6]=1[C:8]1[CH:13]=[C:12]([CH3:14])[CH:11]=[C:10]([CH3:15])[CH:9]=1, predict the reactants needed to synthesize it.